From a dataset of TCR-epitope binding with 47,182 pairs between 192 epitopes and 23,139 TCRs. Binary Classification. Given a T-cell receptor sequence (or CDR3 region) and an epitope sequence, predict whether binding occurs between them. (1) The epitope is GTSGSPIIDK. The TCR CDR3 sequence is CASSPGGYEQYF. Result: 0 (the TCR does not bind to the epitope). (2) The epitope is FLNRFTTTL. The TCR CDR3 sequence is CASSFLALGEQYF. Result: 0 (the TCR does not bind to the epitope). (3) The epitope is EHPTFTSQYRIQGKL. The TCR CDR3 sequence is CASSPLGGMNTEAFF. Result: 0 (the TCR does not bind to the epitope). (4) The epitope is TAFTIPSI. The TCR CDR3 sequence is CASSLEPDRYQETQYF. Result: 0 (the TCR does not bind to the epitope). (5) The epitope is GILGFVFTL. The TCR CDR3 sequence is CASSFGVGLAGVGLDTQYF. Result: 1 (the TCR binds to the epitope). (6) The epitope is QYDPVAALF. The TCR CDR3 sequence is CASTRGAIEYYGYTF. Result: 0 (the TCR does not bind to the epitope). (7) The epitope is NEGVKAAW. The TCR CDR3 sequence is CASSLGTGPYEQYF. Result: 0 (the TCR does not bind to the epitope).